The task is: Predict the reaction yield, written as a fraction of the theoretical maximum amount of product (1.0 means a 100% yield; for example, 0.34 means a 34% yield).. This data is from Reaction yield outcomes from USPTO patents with 853,638 reactions. (1) The reactants are [NH2:1][CH2:2][CH2:3][NH:4][C:5]([C:7]1[C:8]([C:18]([F:21])([F:20])[F:19])=[N:9][N:10]([C:12]2[CH:17]=[CH:16][CH:15]=[CH:14][CH:13]=2)[CH:11]=1)=[O:6].C(N(CC)CC)C.Cl[C:30]([O:32][C:33]1[CH:38]=[CH:37][CH:36]=[CH:35][CH:34]=1)=[O:31]. The catalyst is C(Cl)Cl. The product is [C:12]1([N:10]2[CH:11]=[C:7]([C:5]([NH:4][CH2:3][CH2:2][NH:1][C:30](=[O:31])[O:32][C:33]3[CH:38]=[CH:37][CH:36]=[CH:35][CH:34]=3)=[O:6])[C:8]([C:18]([F:20])([F:21])[F:19])=[N:9]2)[CH:17]=[CH:16][CH:15]=[CH:14][CH:13]=1. The yield is 0.840. (2) The reactants are S(=O)(=O)(O)O.[CH2:6]([C:8]1[CH:13]=[CH:12][C:11]([NH:14][C:15](=[O:20])[CH2:16][C:17](=O)[CH3:18])=[CH:10][CH:9]=1)[CH3:7]. The catalyst is O. The product is [CH2:6]([C:8]1[CH:13]=[C:12]2[C:11](=[CH:10][CH:9]=1)[NH:14][C:15](=[O:20])[CH:16]=[C:17]2[CH3:18])[CH3:7]. The yield is 0.660. (3) The reactants are [Cl:1][C:2]1[CH:7]=[C:6]([Cl:8])[CH:5]=[CH:4][C:3]=1[C:9]1[C:14]([NH:15]C(=O)C)=[C:13]([CH3:19])[CH:12]=[CH:11][N:10]=1.C(OC(=O)C)(=O)C.C([O-])(=O)C.[K+].[N:32](OCCC(C)C)=O.O.[OH-].[Li+]. The catalyst is O.C(O)C.C1C=CC=CC=1. The product is [Cl:1][C:2]1[CH:7]=[C:6]([Cl:8])[CH:5]=[CH:4][C:3]=1[C:9]1[N:10]=[CH:11][CH:12]=[C:13]2[CH:19]=[N:32][NH:15][C:14]=12. The yield is 0.670.